This data is from Full USPTO retrosynthesis dataset with 1.9M reactions from patents (1976-2016). The task is: Predict the reactants needed to synthesize the given product. (1) Given the product [C:9]1([CH3:17])[CH:14]=[CH:13][CH:12]=[CH:11][C:10]=1[CH:15]([NH:1][C:2]1[CH:3]=[C:4]([CH3:8])[CH:5]=[CH:6][CH:7]=1)[C:18]#[N:20], predict the reactants needed to synthesize it. The reactants are: [NH2:1][C:2]1[CH:7]=[CH:6][CH:5]=[C:4]([CH3:8])[CH:3]=1.[C:9]1([CH3:17])[C:10]([CH:15]=O)=[CH:11][CH:12]=[CH:13][CH:14]=1.[C:18](#[N:20])C.C[Si](C#N)(C)C. (2) Given the product [CH:34]([C:33]1[CH:38]=[C:7]2[C:2]([CH:3]=[C:4]([NH:8][C:9](=[O:18])[O:10][CH2:11][C:12]3[CH:13]=[CH:14][CH:15]=[CH:16][CH:17]=3)[CH:5]=[N:6]2)=[N:1][CH:32]=1)=[O:46], predict the reactants needed to synthesize it. The reactants are: [NH2:1][C:2]1[CH:3]=[C:4]([NH:8][C:9](=[O:18])[O:10][CH2:11][C:12]2[CH:17]=[CH:16][CH:15]=[CH:14][CH:13]=2)[CH:5]=[N:6][CH:7]=1.F[B-](F)(F)F.F[B-](F)(F)F.CN([CH:32]=[C:33]([CH2:38][NH+](C)C)[CH2:34][NH+](C)C)C.C([OH:46])CCC. (3) Given the product [C:12]1([C:11]([C:18]2[CH:23]=[CH:22][CH:21]=[CH:20][CH:19]=2)=[N:10]/[N:9]=[C:7](/[C:3]2[S:4][CH:5]=[CH:6][C:2]=2[NH:38][N:37]=[C:30]([C:24]2[CH:29]=[CH:28][CH:27]=[CH:26][CH:25]=2)[C:31]2[CH:36]=[CH:35][CH:34]=[CH:33][CH:32]=2)\[CH3:8])[CH:17]=[CH:16][CH:15]=[CH:14][CH:13]=1, predict the reactants needed to synthesize it. The reactants are: Br[C:2]1[CH:6]=[CH:5][S:4][C:3]=1/[C:7](=[N:9]/[N:10]=[C:11]([C:18]1[CH:23]=[CH:22][CH:21]=[CH:20][CH:19]=1)[C:12]1[CH:17]=[CH:16][CH:15]=[CH:14][CH:13]=1)/[CH3:8].[C:24]1([C:30](=[N:37][NH2:38])[C:31]2[CH:36]=[CH:35][CH:34]=[CH:33][CH:32]=2)[CH:29]=[CH:28][CH:27]=[CH:26][CH:25]=1.C([O-])([O-])=O.[Cs+].[Cs+].